The task is: Regression. Given a peptide amino acid sequence and an MHC pseudo amino acid sequence, predict their binding affinity value. This is MHC class I binding data.. This data is from Peptide-MHC class I binding affinity with 185,985 pairs from IEDB/IMGT. (1) The peptide sequence is HTSVSAKQLR. The MHC is HLA-A68:01 with pseudo-sequence HLA-A68:01. The binding affinity (normalized) is 0.742. (2) The peptide sequence is STNTGNLKF. The MHC is HLA-A26:01 with pseudo-sequence HLA-A26:01. The binding affinity (normalized) is 0.320. (3) The peptide sequence is TPSMTMRCVG. The MHC is HLA-B07:02 with pseudo-sequence HLA-B07:02. The binding affinity (normalized) is 0.642. (4) The peptide sequence is AYISSSATTPV. The MHC is Patr-A0901 with pseudo-sequence Patr-A0901. The binding affinity (normalized) is 0.952. (5) The peptide sequence is HTYHLENDKI. The MHC is HLA-A02:02 with pseudo-sequence HLA-A02:02. The binding affinity (normalized) is 0.308. (6) The peptide sequence is SIPISELSRL. The MHC is HLA-A02:01 with pseudo-sequence HLA-A02:01. The binding affinity (normalized) is 0.286.